This data is from Catalyst prediction with 721,799 reactions and 888 catalyst types from USPTO. The task is: Predict which catalyst facilitates the given reaction. (1) Reactant: [H-].[Na+].[NH:3]1[CH:7]=[CH:6][N:5]=[CH:4]1.F[C:9]1[CH:14]=[CH:13][C:12]([N+:15]([O-:17])=[O:16])=[CH:11][C:10]=1[C:18]([F:21])([F:20])[F:19]. Product: [N+:15]([C:12]1[CH:13]=[CH:14][C:9]([N:3]2[CH:7]=[CH:6][N:5]=[CH:4]2)=[C:10]([C:18]([F:19])([F:20])[F:21])[CH:11]=1)([O-:17])=[O:16]. The catalyst class is: 35. (2) Reactant: [CH3:1][C:2]1[O:6][N:5]=[C:4]([C:7]2[CH:12]=[CH:11][CH:10]=[CH:9][CH:8]=2)[C:3]=1C(O)=O.C1C=CC(OP(OC2C=CC=CC=2)(N=[N+]=[N-])=O)=CC=1.[N:35]1[CH:40]=[CH:39][CH:38]=[C:37]([C:41]2[CH2:45][CH:44]([C:46]3[CH:51]=[CH:50][CH:49]=[CH:48][C:47]=3[OH:52])[NH:43][N:42]=2)[CH:36]=1.C[N:54]([CH:56]=[O:57])C. Product: [OH:52][C:47]1[CH:48]=[CH:49][CH:50]=[CH:51][C:46]=1[CH:44]1[N:43]([C:56]([NH:54][C:3]2[C:4]([C:7]3[CH:8]=[CH:9][CH:10]=[CH:11][CH:12]=3)=[N:5][O:6][C:2]=2[CH3:1])=[O:57])[N:42]=[C:41]([C:37]2[CH:36]=[N:35][CH:40]=[CH:39][CH:38]=2)[CH2:45]1. The catalyst class is: 26. (3) Reactant: [Cl:1][C:2]1[CH:3]=[C:4]2[C:9](=[CH:10][CH:11]=1)[CH:8]=[C:7]([S:12]([N:15]1[CH2:20][CH2:19][N:18]([C:21]([C:23]3[S:24][C:25]4[CH2:26][NH:27][CH:28]([CH2:32][C:33]([O:35]C(C)(C)C)=[O:34])[CH2:29][C:30]=4[N:31]=3)=[O:22])[CH2:17][CH2:16]1)(=[O:14])=[O:13])[CH:6]=[CH:5]2.[F:40][C:41]([F:46])([F:45])[C:42]([OH:44])=[O:43]. Product: [F:40][C:41]([F:46])([F:45])[C:42]([OH:44])=[O:43].[Cl:1][C:2]1[CH:3]=[C:4]2[C:9](=[CH:10][CH:11]=1)[CH:8]=[C:7]([S:12]([N:15]1[CH2:20][CH2:19][N:18]([C:21]([C:23]3[S:24][C:25]4[CH2:26][NH:27][CH:28]([CH2:32][C:33]([OH:35])=[O:34])[CH2:29][C:30]=4[N:31]=3)=[O:22])[CH2:17][CH2:16]1)(=[O:14])=[O:13])[CH:6]=[CH:5]2. The catalyst class is: 2. (4) Reactant: C(N(C(C)C)CC)(C)C.[CH2:10]([O:12][C:13]([C:15]1([NH:20][C:21]([CH:23]2[CH2:27][CH:26]([OH:28])[CH2:25][CH:24]2[C:29]([OH:31])=O)=[O:22])[CH2:17][CH:16]1[CH:18]=[CH2:19])=[O:14])[CH3:11].CN(C(ON1N=NC2C=CC=NC1=2)=[N+](C)C)C.F[P-](F)(F)(F)(F)F.[CH2:56]([NH:62][CH3:63])[CH2:57][CH2:58][CH2:59][CH:60]=[CH2:61].CCN(C(C)C)C(C)C. Product: [CH2:10]([O:12][C:13]([C:15]1([NH:20][C:21]([CH:23]2[CH2:27][CH:26]([OH:28])[CH2:25][CH:24]2[C:29](=[O:31])[N:62]([CH2:56][CH2:57][CH2:58][CH2:59][CH:60]=[CH2:61])[CH3:63])=[O:22])[CH2:17][CH:16]1[CH:18]=[CH2:19])=[O:14])[CH3:11]. The catalyst class is: 59. (5) Reactant: [NH2:1][CH2:2][C:3]1[C:4](=[O:20])[N:5]2[CH2:11][CH:10]([C:12]3[CH:17]=[CH:16][C:15]([O:18][CH3:19])=[CH:14][CH:13]=3)[N:9]=[C:6]2[NH:7][N:8]=1.[F:21][C:22]([F:30])([F:29])[C:23]1([C:26](O)=[O:27])[CH2:25][CH2:24]1.CCN=C=NCCCN(C)C.C1C=C2N=NN(O)C2=CC=1.O.CCN(C(C)C)C(C)C. Product: [CH3:19][O:18][C:15]1[CH:16]=[CH:17][C:12]([CH:10]2[CH2:11][N:5]3[C:6]([NH:7][N:8]=[C:3]([CH2:2][NH:1][C:26]([C:23]4([C:22]([F:30])([F:29])[F:21])[CH2:25][CH2:24]4)=[O:27])[C:4]3=[O:20])=[N:9]2)=[CH:13][CH:14]=1. The catalyst class is: 3.